Task: Binary Classification. Given a drug SMILES string, predict its activity (active/inactive) in a high-throughput screening assay against a specified biological target.. Dataset: KCNQ2 potassium channel screen with 302,405 compounds (1) The drug is O=C(Nc1c2c(nccc2)ccc1)CC12CC3CC(C1)CC(C2)C3. The result is 1 (active). (2) The compound is O(C(=O)C1CN(CCC1)C(c1c2c([nH]c1C)cccc2)c1ncccc1)CC. The result is 0 (inactive). (3) The molecule is s1c(NC(=O)/C(=C\c2oc(c3c([N+]([O-])=O)cccc3)cc2)C#N)nc(c2sccc2)c1. The result is 0 (inactive). (4) The result is 0 (inactive). The compound is O(c1c(Nc2nc(nc(n2)N)CN2CCCCCC2)cccc1)C. (5) The drug is O=C(NCCC=1CCCCC1)c1n(CCCOC)c2nc3n(c(=O)c2c1)cccc3. The result is 0 (inactive). (6) The compound is O1CCN(CC1)c1nc(N2CCOCC2)nc(NCCCC(C)C)n1. The result is 0 (inactive). (7) The molecule is S=c1nc([nH]c2c3c(ccc12)cccc3)c1ccc(OC)cc1. The result is 1 (active). (8) The molecule is S(CC(=O)N1CCN(CC1)C(=O)c1occc1)c1oc(nn1)COc1c2ncccc2ccc1. The result is 0 (inactive). (9) The drug is S(CC(=O)Nc1c(c(ccc1)C)C)C(=O)N. The result is 1 (active).